Dataset: Reaction yield outcomes from USPTO patents with 853,638 reactions. Task: Predict the reaction yield, written as a fraction of the theoretical maximum amount of product (1.0 means a 100% yield; for example, 0.34 means a 34% yield). The reactants are [CH2:1]([C:3]1[CH:17]=[CH:16][C:6]([O:7][C:8]2[CH:15]=[CH:14][C:11]([CH:12]=[O:13])=[CH:10][CH:9]=2)=[CH:5][CH:4]=1)[CH3:2].CC(=CC)C.O.O.P([O-])(O)(O)=[O:26].[Na+].Cl([O-])=O.[Na+]. The catalyst is O.C(O)(C)(C)C. The product is [CH2:1]([C:3]1[CH:17]=[CH:16][C:6]([O:7][C:8]2[CH:15]=[CH:14][C:11]([C:12]([OH:26])=[O:13])=[CH:10][CH:9]=2)=[CH:5][CH:4]=1)[CH3:2]. The yield is 1.00.